This data is from Full USPTO retrosynthesis dataset with 1.9M reactions from patents (1976-2016). The task is: Predict the reactants needed to synthesize the given product. (1) Given the product [CH2:13]([O:12][C:10]([C:9]1[S:15][C:3]([C:4]([OH:6])=[O:5])=[CH:2][N:8]=1)=[O:11])[CH3:14], predict the reactants needed to synthesize it. The reactants are: Br[CH2:2][C:3](=O)[C:4]([OH:6])=[O:5].[NH2:8][C:9](=[S:15])[C:10]([O:12][CH2:13][CH3:14])=[O:11].O.C([O-])(O)=O.[Na+]. (2) Given the product [SH:16][C:14]1[S:15][C:9]2[CH:8]=[CH:7][C:4]([C:5]#[N:6])=[CH:3][C:2]=2[N:1]=1, predict the reactants needed to synthesize it. The reactants are: [NH2:1][C:2]1[CH:3]=[C:4]([CH:7]=[CH:8][C:9]=1Cl)[C:5]#[N:6].C(O[C:14]([SH:16])=[S:15])C.[K]. (3) Given the product [ClH:30].[F:1][C:2]1[CH:3]=[CH:4][C:5]([CH2:8][CH2:9][C:10]2[CH:15]=[CH:14][N:13]([C:16]3[CH:21]=[CH:20][C:19]4[C:22]5[CH2:23][NH:24][CH2:25][CH2:26][C:27]=5[O:28][C:18]=4[CH:17]=3)[C:12](=[O:29])[CH:11]=2)=[N:6][CH:7]=1, predict the reactants needed to synthesize it. The reactants are: [F:1][C:2]1[CH:3]=[CH:4][C:5]([CH2:8][CH2:9][C:10]2[CH:15]=[CH:14][N:13]([C:16]3[CH:21]=[CH:20][C:19]4[C:22]5[CH2:23][NH:24][CH2:25][CH2:26][C:27]=5[O:28][C:18]=4[CH:17]=3)[C:12](=[O:29])[CH:11]=2)=[N:6][CH:7]=1.[ClH:30].CCOCC. (4) Given the product [Cl:55][C:52]1[CH:53]=[CH:54][C:49]([CH2:23][N:21]2[CH2:22][C:16]3[C:17](=[N:18][CH:19]=[C:14]([C:12]([NH:11][CH2:10][C:9]4[CH:35]=[CH:36][C:6]([S:3]([CH2:1][CH3:2])(=[O:5])=[O:4])=[CH:7][CH:8]=4)=[O:13])[CH:15]=3)[C@@H:20]2[CH:30]([CH3:31])[CH3:34])=[CH:50][CH:51]=1, predict the reactants needed to synthesize it. The reactants are: [CH2:1]([S:3]([C:6]1[CH:36]=[CH:35][C:9]([CH2:10][NH:11][C:12]([C:14]2[CH:15]=[C:16]3[CH2:22][N:21]([C:23](OC(C)(C)C)=O)[CH:20]([CH:30]4[CH2:34]CO[CH2:31]4)[C:17]3=[N:18][CH:19]=2)=[O:13])=[CH:8][CH:7]=1)(=[O:5])=[O:4])[CH3:2].ClC1C=C2C(=O)N(C[C:49]3[CH:54]=[CH:53][C:52]([Cl:55])=[CH:51][CH:50]=3)[C@@H](C(C)C)C2=NC=1. (5) Given the product [C:18]([O:22][C:23]([N:14]1[CH2:13][CH2:12][C:11]2([N:7]([C:1]3[CH:2]=[CH:3][CH:4]=[CH:5][CH:6]=3)[CH2:8][NH:9][C:10]2=[O:17])[CH2:16][CH2:15]1)=[O:24])([CH3:21])([CH3:20])[CH3:19], predict the reactants needed to synthesize it. The reactants are: [C:1]1([N:7]2[C:11]3([CH2:16][CH2:15][NH:14][CH2:13][CH2:12]3)[C:10](=[O:17])[NH:9][CH2:8]2)[CH:6]=[CH:5][CH:4]=[CH:3][CH:2]=1.[C:18]([O:22][C:23](O[C:23]([O:22][C:18]([CH3:21])([CH3:20])[CH3:19])=[O:24])=[O:24])([CH3:21])([CH3:20])[CH3:19].C(N(C(C)C)CC)(C)C. (6) The reactants are: [C:1]([O:5][C:6](=[O:38])[NH:7][C@@H:8]([CH2:28][CH2:29][NH:30]CC1C=CC=CC=1)[CH2:9][O:10][Si:11]([C:24]([CH3:27])([CH3:26])[CH3:25])([C:18]1[CH:23]=[CH:22][CH:21]=[CH:20][CH:19]=1)[C:12]1[CH:17]=[CH:16][CH:15]=[CH:14][CH:13]=1)([CH3:4])([CH3:3])[CH3:2].C([O-])=O.[NH4+]. Given the product [C:1]([O:5][C:6](=[O:38])[NH:7][C@@H:8]([CH2:28][CH2:29][NH2:30])[CH2:9][O:10][Si:11]([C:24]([CH3:26])([CH3:25])[CH3:27])([C:18]1[CH:23]=[CH:22][CH:21]=[CH:20][CH:19]=1)[C:12]1[CH:13]=[CH:14][CH:15]=[CH:16][CH:17]=1)([CH3:4])([CH3:2])[CH3:3], predict the reactants needed to synthesize it. (7) Given the product [C:1]([O:4][C@@H:5]([C:10]1[NH:15][C:14](=[O:16])[CH:13]=[CH:12][N:11]=1)[CH3:6])(=[O:3])[CH3:2], predict the reactants needed to synthesize it. The reactants are: [C:1]([O:4][CH:5]=[CH2:6])(=[O:3])[CH3:2].OC([C:10]1[NH:15][C:14](=[O:16])[CH:13]=[CH:12][N:11]=1)C.